This data is from Reaction yield outcomes from USPTO patents with 853,638 reactions. The task is: Predict the reaction yield, written as a fraction of the theoretical maximum amount of product (1.0 means a 100% yield; for example, 0.34 means a 34% yield). (1) The reactants are [CH2:1]1[CH:6]2[CH2:7][C:8]3([NH2:11])[CH2:10][CH:4]([CH2:5]2)[CH2:3][CH:2]1[CH2:9]3.[CH3:12][C:13]1[O:17][C:16]([C:18]2[S:19][CH:20]=[CH:21][CH:22]=2)=[N:15][C:14]=1[CH:23]=O. No catalyst specified. The product is [CH3:12][C:13]1[O:17][C:16]([C:18]2[S:19][CH:20]=[CH:21][CH:22]=2)=[N:15][C:14]=1[CH2:23][NH:11][C:8]12[CH2:10][CH:4]3[CH2:5][CH:6]([CH2:1][CH:2]([CH2:3]3)[CH2:9]1)[CH2:7]2. The yield is 0.840. (2) The reactants are [CH2:1]([O:8][C:9]1[CH:14]=[CH:13][NH:12][C:11](=[O:15])[CH:10]=1)[C:2]1[CH:7]=[CH:6][CH:5]=[CH:4][CH:3]=1.Br[C:17]1[S:21][C:20]([C:22]([NH:24][CH2:25][C:26]2[CH:31]=[CH:30][C:29]([F:32])=[CH:28][CH:27]=2)=[O:23])=[C:19]([CH3:33])[CH:18]=1. No catalyst specified. The product is [CH2:1]([O:8][C:9]1[CH:14]=[CH:13][N:12]([C:17]2[S:21][C:20]([C:22]([NH:24][CH2:25][C:26]3[CH:27]=[CH:28][C:29]([F:32])=[CH:30][CH:31]=3)=[O:23])=[C:19]([CH3:33])[CH:18]=2)[C:11](=[O:15])[CH:10]=1)[C:2]1[CH:3]=[CH:4][CH:5]=[CH:6][CH:7]=1. The yield is 0.280. (3) The reactants are [C:1]([N:5]1[C:9](=[O:10])[C:8](Cl)=[C:7]([C:12]2[CH:17]=[CH:16][CH:15]=[CH:14][CH:13]=2)[S:6]1(=[O:19])=[O:18])([CH3:4])([CH3:3])[CH3:2].[CH3:20][O:21][C:22]1[CH:27]=[CH:26][C:25]([NH2:28])=[CH:24][CH:23]=1. The catalyst is CC#N. The product is [C:1]([N:5]1[C:9](=[O:10])[C:8]([NH:28][C:25]2[CH:26]=[CH:27][C:22]([O:21][CH3:20])=[CH:23][CH:24]=2)=[C:7]([C:12]2[CH:17]=[CH:16][CH:15]=[CH:14][CH:13]=2)[S:6]1(=[O:19])=[O:18])([CH3:4])([CH3:3])[CH3:2]. The yield is 0.390.